This data is from Reaction yield outcomes from USPTO patents with 853,638 reactions. The task is: Predict the reaction yield, written as a fraction of the theoretical maximum amount of product (1.0 means a 100% yield; for example, 0.34 means a 34% yield). (1) The reactants are [Cl:1][C:2]1[CH:6]=[C:5]([C:7]([O:9]C)=[O:8])[N:4]([C:11]2[CH:12]=[N:13][CH:14]=[CH:15][CH:16]=2)[N:3]=1. The catalyst is Cl. The product is [ClH:1].[Cl:1][C:2]1[CH:6]=[C:5]([C:7]([OH:9])=[O:8])[N:4]([C:11]2[CH:12]=[N:13][CH:14]=[CH:15][CH:16]=2)[N:3]=1. The yield is 0.970. (2) The reactants are [C:1]([C:4]1[S:5][C:6]([Cl:9])=[CH:7][CH:8]=1)(=O)[CH3:2].CO[C:12](OC)([N:14](C)C)[CH3:13].O.[NH2:20]N. The catalyst is CN(C)C(=O)C. The product is [Cl:9][C:6]1[S:5][C:4]([C:1]2[CH:2]=[C:12]([CH3:13])[NH:14][N:20]=2)=[CH:8][CH:7]=1. The yield is 0.710. (3) The reactants are [CH3:1][C:2]1[CH:3]=[N:4][N:5](C2CCCCO2)[C:6]=1[C:7]1[CH:16]=[C:15]2[C:10]([CH:11]=[C:12]([NH:17][C:18]([CH:20]3[CH2:22][CH2:21]3)=[O:19])[N:13]=[CH:14]2)=[CH:9][CH:8]=1.CO.[ClH:31]. The catalyst is O1CCOCC1. The product is [ClH:31].[CH3:1][C:2]1[CH:3]=[N:4][NH:5][C:6]=1[C:7]1[CH:16]=[C:15]2[C:10]([CH:11]=[C:12]([NH:17][C:18]([CH:20]3[CH2:22][CH2:21]3)=[O:19])[N:13]=[CH:14]2)=[CH:9][CH:8]=1. The yield is 0.460. (4) The reactants are [Cl:1][C:2]1[CH:7]=[C:6]([N:8]=[C:9]=[S:10])[CH:5]=[C:4]([C:11]([F:14])([F:13])[F:12])[C:3]=1[C:15]1[CH:20]=[CH:19][CH:18]=[C:17]([O:21][CH:22]2[CH2:27][CH2:26][N:25]([C:28]([O:30][C:31]([CH3:34])([CH3:33])[CH3:32])=[O:29])[CH2:24][CH2:23]2)[CH:16]=1.[N:35]#[C:36][NH2:37].[Na].[CH3:39]O.CI. The catalyst is C(COC)OC. The product is [Cl:1][C:2]1[CH:7]=[C:6]([N:8]([NH:35][C:36]#[N:37])[CH2:9][S:10][CH3:39])[CH:5]=[C:4]([C:11]([F:13])([F:14])[F:12])[C:3]=1[C:15]1[CH:20]=[CH:19][CH:18]=[C:17]([O:21][CH:22]2[CH2:27][CH2:26][N:25]([C:28]([O:30][C:31]([CH3:34])([CH3:33])[CH3:32])=[O:29])[CH2:24][CH2:23]2)[CH:16]=1. The yield is 0.700. (5) The catalyst is CO.C1COCC1. The reactants are [C:1]([NH:4][C:5]1[CH:10]=[C:9]([C:11]2[NH:19][C:18]3[C:13](=[N:14][CH:15]=[CH:16][C:17]=3[C:20](OC)=[O:21])[CH:12]=2)[CH:8]=[CH:7][N:6]=1)(=[O:3])[CH3:2].[Li+].[Br-].[BH4-].[Na+]. The yield is 0.510. The product is [OH:21][CH2:20][C:17]1[CH:16]=[CH:15][N:14]=[C:13]2[CH:12]=[C:11]([C:9]3[CH:8]=[CH:7][N:6]=[C:5]([NH:4][C:1](=[O:3])[CH3:2])[CH:10]=3)[NH:19][C:18]=12. (6) The reactants are C(OC(=O)[NH:7][CH2:8][C:9]([CH3:31])([C:11]1[CH:16]=[CH:15][C:14]([CH2:17][C:18](=[O:30])[C:19]2[C:28](=[O:29])[C:27]3[C:22](=[CH:23][CH:24]=[CH:25][CH:26]=3)[NH:21][CH:20]=2)=[CH:13][CH:12]=1)[CH3:10])(C)(C)C.C(O)(C(F)(F)F)=O.[OH-].[Na+]. The catalyst is C(Cl)Cl. The product is [NH2:7][CH2:8][C:9]([C:11]1[CH:16]=[CH:15][C:14]([CH2:17][C:18]([C:19]2[C:28](=[O:29])[C:27]3[C:22](=[CH:23][CH:24]=[CH:25][CH:26]=3)[NH:21][CH:20]=2)=[O:30])=[CH:13][CH:12]=1)([CH3:10])[CH3:31]. The yield is 0.910. (7) The reactants are C[O:2][C:3]1[C:4]([CH2:13][CH2:14][CH3:15])=[C:5]([CH:10]=[CH:11][CH:12]=1)[CH2:6][N:7]([CH3:9])[CH3:8].[BrH:16].C(O)(=O)C. No catalyst specified. The product is [BrH:16].[CH3:9][N:7]([CH2:6][C:5]1[C:4]([CH2:13][CH2:14][CH3:15])=[C:3]([OH:2])[CH:12]=[CH:11][CH:10]=1)[CH3:8]. The yield is 0.790.